This data is from Forward reaction prediction with 1.9M reactions from USPTO patents (1976-2016). The task is: Predict the product of the given reaction. Given the reactants [N+:1]([C:4]1[CH:19]=[CH:18][C:7]([O:8][CH2:9][CH2:10][CH2:11][N:12]2[CH2:17][CH2:16][CH2:15][CH2:14][CH2:13]2)=[CH:6][CH:5]=1)([O-])=O, predict the reaction product. The product is: [N:12]1([CH2:11][CH2:10][CH2:9][O:8][C:7]2[CH:6]=[CH:5][C:4]([NH2:1])=[CH:19][CH:18]=2)[CH2:13][CH2:14][CH2:15][CH2:16][CH2:17]1.